Dataset: Aqueous solubility values for 9,982 compounds from the AqSolDB database. Task: Regression/Classification. Given a drug SMILES string, predict its absorption, distribution, metabolism, or excretion properties. Task type varies by dataset: regression for continuous measurements (e.g., permeability, clearance, half-life) or binary classification for categorical outcomes (e.g., BBB penetration, CYP inhibition). For this dataset (solubility_aqsoldb), we predict Y. (1) The molecule is Cc1ccc(Cl)cc1N. The Y is -2.07 log mol/L. (2) The drug is O=c1cc[nH]c(=O)[nH]1. The Y is -1.48 log mol/L.